From a dataset of Full USPTO retrosynthesis dataset with 1.9M reactions from patents (1976-2016). Predict the reactants needed to synthesize the given product. (1) The reactants are: [CH3:1][N:2]([C@@H:4]1[C:24]([OH:25])=[C:23]([C:26]([NH2:28])=[O:27])[C:21](=[O:22])[C@:20]2([OH:29])[C@H:5]1[C@@H:6]([OH:33])[C@H:7]1[C:18](=[C:19]2[OH:30])[C:16](=[O:17])[C:15]2[C:14]([OH:31])=[CH:13][CH:12]=[C:11]([Cl:32])[C:10]=2[C:8]1=[CH2:9])[CH3:3].C1C(S(O)(=O)=O)=CC(C(O)=O)=C(O)C=1.C[C@]1(O)[C@@H]2C(=C(O)[C@]3(O)C(=O)C(C(N)=O)=C(O)[C@@H](N(C)C)[C@@H]3C2)C(=O)C2C(O)=CC=CC1=2. Given the product [CH3:1][N:2]([C@@H:4]1[C:24]([OH:25])=[C:23]([C:26]([NH2:28])=[O:27])[C:21](=[O:22])[C@:20]2([OH:29])[C@H:5]1[C@@H:6]([OH:33])[C@H:7]1[C:18](=[C:19]2[OH:30])[C:16](=[O:17])[C:15]2[C:14]([OH:31])=[CH:13][CH:12]=[C:11]([Cl:32])[C:10]=2[C:8]1=[CH2:9])[CH3:3], predict the reactants needed to synthesize it. (2) The reactants are: [Br-].[Br:2][C:3]1[CH:28]=[CH:27][C:6]([CH2:7][P+](C2C=CC=CC=2)(C2C=CC=CC=2)C2C=CC=CC=2)=[CH:5][CH:4]=1.C[Si]([N-][Si](C)(C)C)(C)C.[Li+].[CH3:39][CH:40]([CH3:54])[CH2:41][C:42]([C:44]1[CH:53]=[CH:52][C:47]([C:48]([O:50][CH3:51])=[O:49])=[CH:46][CH:45]=1)=O. Given the product [Br:2][C:3]1[CH:4]=[CH:5][C:6]([CH:7]=[C:42]([C:44]2[CH:45]=[CH:46][C:47]([C:48]([O:50][CH3:51])=[O:49])=[CH:52][CH:53]=2)[CH2:41][CH:40]([CH3:54])[CH3:39])=[CH:27][CH:28]=1, predict the reactants needed to synthesize it. (3) Given the product [C:33]([C:32]1[CH:35]=[CH:36][C:29]([C:9]2[CH:26]=[CH:25][C:12]3[CH2:13][CH2:14][N:15]([C:18]([O:20][C:21]([CH3:23])([CH3:24])[CH3:22])=[O:19])[CH2:16][CH2:17][C:11]=3[CH:10]=2)=[CH:30][CH:31]=1)#[N:34], predict the reactants needed to synthesize it. The reactants are: CC1(C)C(C)(C)OB([C:9]2[CH:26]=[CH:25][C:12]3[CH2:13][CH2:14][N:15]([C:18]([O:20][C:21]([CH3:24])([CH3:23])[CH3:22])=[O:19])[CH2:16][CH2:17][C:11]=3[CH:10]=2)O1.Br[C:29]1[CH:36]=[CH:35][C:32]([C:33]#[N:34])=[CH:31][CH:30]=1.C(=O)([O-])[O-].[Na+].[Na+].COCCOC.O.C(O)C.